From a dataset of HIV replication inhibition screening data with 41,000+ compounds from the AIDS Antiviral Screen. Binary Classification. Given a drug SMILES string, predict its activity (active/inactive) in a high-throughput screening assay against a specified biological target. (1) The drug is CCC1c2ccc3cc(OC)ccc3c2CCC1(C)C(=O)O. The result is 0 (inactive). (2) The drug is O=C(O)C1CSC2c3ccccc3C(=O)N12. The result is 0 (inactive). (3) The result is 0 (inactive). The drug is CC=CC=Nc1c(C#N)c2n(c1C(=O)Nc1ccc(Cl)cc1)CCC2.